This data is from Forward reaction prediction with 1.9M reactions from USPTO patents (1976-2016). The task is: Predict the product of the given reaction. (1) Given the reactants [NH2:1][C:2]1[C:7]([F:8])=[C:6]([C:9]2[CH:14]=[CH:13][C:12]([Si](C)(C)C)=[C:11]([F:19])[C:10]=2[F:20])[N:5]=[C:4]([C:21]([O:23][CH3:24])=[O:22])[C:3]=1[Cl:25].[Br:26]Br.ClCCl.S([O-])([O-])(=O)=S.[Na+].[Na+], predict the reaction product. The product is: [NH2:1][C:2]1[C:7]([F:8])=[C:6]([C:9]2[CH:14]=[CH:13][C:12]([Br:26])=[C:11]([F:19])[C:10]=2[F:20])[N:5]=[C:4]([C:21]([O:23][CH3:24])=[O:22])[C:3]=1[Cl:25]. (2) Given the reactants [Si:1]([O:8][CH2:9][C:10]1[C:18]2[O:17][N:16]=[C:15]([CH2:19][CH2:20][CH:21]3[CH2:26][CH2:25][N:24]([C:27]([O:29][C:30]([CH3:33])([CH3:32])[CH3:31])=[O:28])[CH2:23][CH2:22]3)[C:14]=2[CH:13]=[CH:12][C:11]=1[CH2:34][OH:35])([C:4]([CH3:7])([CH3:6])[CH3:5])([CH3:3])[CH3:2].[C:36]([C:38]1[CH:43]=[CH:42][C:41](O)=[CH:40][CH:39]=1)#[N:37].C1(P(C2C=CC=CC=2)C2C=CC=CC=2)C=CC=CC=1.N(C(OC(C)C)=O)=NC(OC(C)C)=O, predict the reaction product. The product is: [Si:1]([O:8][CH2:9][C:10]1[C:18]2[O:17][N:16]=[C:15]([CH2:19][CH2:20][CH:21]3[CH2:22][CH2:23][N:24]([C:27]([O:29][C:30]([CH3:33])([CH3:32])[CH3:31])=[O:28])[CH2:25][CH2:26]3)[C:14]=2[CH:13]=[CH:12][C:11]=1[CH2:34][O:35][C:41]1[CH:42]=[CH:43][C:38]([C:36]#[N:37])=[CH:39][CH:40]=1)([C:4]([CH3:5])([CH3:7])[CH3:6])([CH3:3])[CH3:2]. (3) The product is: [ClH:10].[N:17]1[CH:22]=[C:21]([C:23]2[C:31]3[O:30][CH:29]=[CH:28][C:27]=3[CH:26]=[C:25]([NH:32][S:7]([C:1]3[CH:6]=[CH:5][CH:4]=[CH:3][CH:2]=3)(=[O:9])=[O:8])[CH:24]=2)[CH:20]=[N:19][CH:18]=1. Given the reactants [C:1]1([S:7]([Cl:10])(=[O:9])=[O:8])[CH:6]=[CH:5][CH:4]=[CH:3][CH:2]=1.N1C=CC=CC=1.[N:17]1[CH:22]=[C:21]([C:23]2[C:31]3[O:30][CH:29]=[CH:28][C:27]=3[CH:26]=[C:25]([NH2:32])[CH:24]=2)[CH:20]=[N:19][CH:18]=1, predict the reaction product. (4) Given the reactants [Br:1][C:2]1[CH:3]=[C:4]2[C:9](=[O:10])[N:8]([CH2:11][CH:12]([CH3:14])[CH3:13])[C:6](=[O:7])[C:5]2=[CH:15][CH:16]=1.O, predict the reaction product. The product is: [Br:1][C:2]1[CH:3]=[C:4]2[C:5]([CH:6]([OH:7])[N:8]([CH2:11][CH:12]([CH3:13])[CH3:14])[C:9]2=[O:10])=[CH:15][CH:16]=1.[Br:1][C:2]1[CH:3]=[C:4]2[C:5](=[CH:15][CH:16]=1)[C:6](=[O:7])[N:8]([CH2:11][CH:12]([CH3:13])[CH3:14])[CH:9]2[OH:10]. (5) The product is: [OH:13][CH:10]([CH3:9])[C:11]#[C:12][C:2]1[CH:7]=[CH:6][C:5]([OH:8])=[CH:4][CH:3]=1. Given the reactants I[C:2]1[CH:7]=[CH:6][C:5]([OH:8])=[CH:4][CH:3]=1.[CH3:9][CH:10]([OH:13])[C:11]#[CH:12].[Cl-].[NH4+], predict the reaction product. (6) Given the reactants [NH3:1].[C:2]1([CH2:8][CH2:9][C:10](Cl)=[O:11])[CH:7]=[CH:6][CH:5]=[CH:4][CH:3]=1, predict the reaction product. The product is: [C:2]1([CH2:8][CH2:9][C:10]([NH2:1])=[O:11])[CH:7]=[CH:6][CH:5]=[CH:4][CH:3]=1.